Predict the product of the given reaction. From a dataset of Forward reaction prediction with 1.9M reactions from USPTO patents (1976-2016). (1) Given the reactants C([O:4][C@H:5]1[C@@H:43]([CH2:44][O:45][CH2:46][C:47]2[CH:52]=[CH:51][CH:50]=[CH:49][CH:48]=2)[O:42][C@H:8]([O:9][C@H:10]2[C@H:14]([O:15][CH2:16][C:17]3[CH:22]=[CH:21][CH:20]=[CH:19][CH:18]=3)[CH2:13][N:12]([C:23]([O:25][CH2:26][C:27]3[CH:32]=[CH:31][CH:30]=[CH:29][CH:28]=3)=[O:24])[C@@H:11]2[CH2:33][O:34][CH2:35][C:36]2[CH:41]=[CH:40][CH:39]=[CH:38][CH:37]=2)[C@H:7]([O:53][CH2:54][C:55]2[CH:60]=[CH:59][CH:58]=[CH:57][CH:56]=2)[C@H:6]1[O:61][CH2:62][C:63]1[CH:68]=[CH:67][CH:66]=[CH:65][CH:64]=1)(=O)C.C(=O)([O-])[O-].[K+].[K+], predict the reaction product. The product is: [CH2:54]([O:53][C@@H:7]1[C@@H:6]([O:61][CH2:62][C:63]2[CH:64]=[CH:65][CH:66]=[CH:67][CH:68]=2)[C@@H:5]([OH:4])[C@@H:43]([CH2:44][O:45][CH2:46][C:47]2[CH:48]=[CH:49][CH:50]=[CH:51][CH:52]=2)[O:42][C@@H:8]1[O:9][C@H:10]1[C@H:14]([O:15][CH2:16][C:17]2[CH:18]=[CH:19][CH:20]=[CH:21][CH:22]=2)[CH2:13][N:12]([C:23]([O:25][CH2:26][C:27]2[CH:32]=[CH:31][CH:30]=[CH:29][CH:28]=2)=[O:24])[C@@H:11]1[CH2:33][O:34][CH2:35][C:36]1[CH:37]=[CH:38][CH:39]=[CH:40][CH:41]=1)[C:55]1[CH:60]=[CH:59][CH:58]=[CH:57][CH:56]=1. (2) Given the reactants [C:1](=[O:8])([O:3][C:4]([CH3:7])([CH3:6])[CH3:5])[NH2:2].[C:9]1([S:15]([O-:17])=[O:16])[CH:14]=[CH:13][CH:12]=[CH:11][CH:10]=1.[Na+].[F:19][C:20]([F:30])([F:29])[C:21]1[CH:22]=[C:23]([CH:27]=O)[CH:24]=[CH:25][CH:26]=1.C(O)=O, predict the reaction product. The product is: [C:9]1([S:15]([CH:27]([NH:2][C:1](=[O:8])[O:3][C:4]([CH3:7])([CH3:6])[CH3:5])[C:23]2[CH:24]=[CH:25][CH:26]=[C:21]([C:20]([F:19])([F:29])[F:30])[CH:22]=2)(=[O:17])=[O:16])[CH:14]=[CH:13][CH:12]=[CH:11][CH:10]=1.